The task is: Regression. Given two drug SMILES strings and cell line genomic features, predict the synergy score measuring deviation from expected non-interaction effect.. This data is from Merck oncology drug combination screen with 23,052 pairs across 39 cell lines. (1) Drug 1: CS(=O)(=O)CCNCc1ccc(-c2ccc3ncnc(Nc4ccc(OCc5cccc(F)c5)c(Cl)c4)c3c2)o1. Drug 2: NC1(c2ccc(-c3nc4ccn5c(=O)[nH]nc5c4cc3-c3ccccc3)cc2)CCC1. Cell line: UWB1289. Synergy scores: synergy=34.1. (2) Synergy scores: synergy=-78.5. Drug 2: C#Cc1cccc(Nc2ncnc3cc(OCCOC)c(OCCOC)cc23)c1. Drug 1: COC12C(COC(N)=O)C3=C(C(=O)C(C)=C(N)C3=O)N1CC1NC12. Cell line: A2058. (3) Drug 1: O=c1[nH]cc(F)c(=O)[nH]1. Drug 2: C#Cc1cccc(Nc2ncnc3cc(OCCOC)c(OCCOC)cc23)c1. Cell line: ES2. Synergy scores: synergy=15.1. (4) Drug 1: O=S1(=O)NC2(CN1CC(F)(F)F)C1CCC2Cc2cc(C=CCN3CCC(C(F)(F)F)CC3)ccc2C1. Drug 2: CC1(c2nc3c(C(N)=O)cccc3[nH]2)CCCN1. Cell line: OVCAR3. Synergy scores: synergy=23.0. (5) Drug 1: Cn1nnc2c(C(N)=O)ncn2c1=O. Drug 2: CC1(c2nc3c(C(N)=O)cccc3[nH]2)CCCN1. Cell line: OV90. Synergy scores: synergy=5.56. (6) Drug 1: Nc1ccn(C2OC(CO)C(O)C2(F)F)c(=O)n1. Drug 2: Cc1nc(Nc2ncc(C(=O)Nc3c(C)cccc3Cl)s2)cc(N2CCN(CCO)CC2)n1. Cell line: OCUBM. Synergy scores: synergy=20.2.